From a dataset of Reaction yield outcomes from USPTO patents with 853,638 reactions. Predict the reaction yield, written as a fraction of the theoretical maximum amount of product (1.0 means a 100% yield; for example, 0.34 means a 34% yield). (1) The reactants are [F:1][C:2]1[CH:3]=[CH:4][C:5]2[N:9]=[N:8][NH:7][C:6]=2[CH:10]=1.[Cl:11][CH2:12][CH2:13][CH2:14]Br. The catalyst is [OH-].[Na+].[Br-].C([N+](CCCC)(CCCC)CCCC)CCC. The product is [Cl:11][CH2:12][CH2:13][CH2:14][N:7]1[C:6]2[CH:10]=[C:2]([F:1])[CH:3]=[CH:4][C:5]=2[N:9]=[N:8]1. The yield is 0.323. (2) The reactants are [H-].[Na+].[NH2:3][C:4]1[O:8][N:7]=[C:6]([CH3:9])[C:5]=1[Cl:10].C[O:12][C:13]([C:15]1[S:16][CH:17]=[CH:18][C:19]=1[S:20](Cl)(=[O:22])=[O:21])=[O:14]. The catalyst is O1CCCC1. The product is [Cl:10][C:5]1[C:6]([CH3:9])=[N:7][O:8][C:4]=1[NH:3][S:20]([C:19]1[CH:18]=[CH:17][S:16][C:15]=1[C:13]([OH:14])=[O:12])(=[O:21])=[O:22]. The yield is 0.450. (3) No catalyst specified. The yield is 0.500. The reactants are Cl[C:2]1[CH:7]=[CH:6][C:5]([O:8][CH3:9])=[CH:4][C:3]=1[N+:10]([O-:12])=[O:11].[C:13]([NH:20][CH:21]1[CH2:26][CH2:25][CH2:24][NH:23][CH2:22]1)([O:15][C:16]([CH3:19])([CH3:18])[CH3:17])=[O:14]. The product is [CH3:9][O:8][C:5]1[CH:6]=[CH:7][C:2]([N:23]2[CH2:24][CH2:25][CH2:26][CH:21]([NH:20][C:13](=[O:14])[O:15][C:16]([CH3:18])([CH3:17])[CH3:19])[CH2:22]2)=[C:3]([N+:10]([O-:12])=[O:11])[CH:4]=1. (4) The catalyst is CN(C)C=O.C(OCC)(=O)C.CCCCCC. The yield is 0.790. The product is [Cl:13][C:4]1[C:3]([CH2:2][C:14]#[N:15])=[CH:12][CH:11]=[CH:10][C:5]=1[C:6]([O:8][CH3:9])=[O:7]. The reactants are Br[CH2:2][C:3]1[C:4]([Cl:13])=[C:5]([CH:10]=[CH:11][CH:12]=1)[C:6]([O:8][CH3:9])=[O:7].[C-:14]#[N:15].[Na+]. (5) The reactants are [CH3:1][C:2]([CH3:13])([CH3:12])[C:3]([NH:5][C:6]1[CH:11]=[CH:10][CH:9]=[CH:8][N:7]=1)=[O:4].CN(C)CCN(C)C.C([Li])CCC.[I:27]I.S([O-])([O-])(=O)=S.[Na+].[Na+]. The catalyst is O.O1CCCC1. The product is [I:27][C:11]1[C:6]([NH:5][C:3](=[O:4])[C:2]([CH3:13])([CH3:12])[CH3:1])=[N:7][CH:8]=[CH:9][CH:10]=1. The yield is 0.570. (6) The reactants are [OH-].[K+].[CH2:3]([O:5][C:6](=[O:14])[CH:7]([F:13])[C:8]([O:10]CC)=[O:9])C. The catalyst is CO. The product is [CH3:3][O:5][C:6](=[O:14])[CH:7]([F:13])[C:8]([OH:10])=[O:9]. The yield is 0.770. (7) The reactants are [Cl-].O[NH3+:3].[C:4](=[O:7])([O-])[OH:5].[Na+].CS(C)=O.[CH3:13][C:14]1[CH:19]=[C:18]([CH3:20])[N:17]=[C:16]([O:21][C:22]2[C:27](=[O:28])[N:26]([CH2:29][C:30]3[CH:35]=[CH:34][C:33]([C:36]4[C:37]([C:42]#[N:43])=[CH:38][CH:39]=[CH:40][CH:41]=4)=[CH:32][CH:31]=3)[C:25]([CH2:44][CH2:45][CH3:46])=[N:24][C:23]=2[CH2:47][CH3:48])[CH:15]=1. The catalyst is C(OCC)(=O)C. The product is [CH3:13][C:14]1[CH:19]=[C:18]([CH3:20])[N:17]=[C:16]([O:21][C:22]2[C:27](=[O:28])[N:26]([CH2:29][C:30]3[CH:35]=[CH:34][C:33]([C:36]4[CH:41]=[CH:40][CH:39]=[CH:38][C:37]=4[C:42]4[NH:3][C:4](=[O:7])[O:5][N:43]=4)=[CH:32][CH:31]=3)[C:25]([CH2:44][CH2:45][CH3:46])=[N:24][C:23]=2[CH2:47][CH3:48])[CH:15]=1. The yield is 0.600. (8) The reactants are [Br-].[CH3:2][C:3]1[CH:28]=[CH:27][CH:26]=[C:25]([CH3:29])[C:4]=1[CH2:5][P+](C1C=CC=CC=1)(C1C=CC=CC=1)C1C=CC=CC=1.[CH:30]([C:32]1[CH:33]=[C:34]([CH:39]=[CH:40][CH:41]=1)[C:35]([O:37][CH3:38])=[O:36])=O. No catalyst specified. The product is [CH3:29][C:25]1[CH:26]=[CH:27][CH:28]=[C:3]([CH3:2])[C:4]=1[CH:5]=[CH:30][C:32]1[CH:33]=[C:34]([CH:39]=[CH:40][CH:41]=1)[C:35]([O:37][CH3:38])=[O:36]. The yield is 0.710. (9) The reactants are [C:1]([CH2:4][CH2:5][NH:6][C:7]([C:9]1[N:13]([CH2:14][CH:15]([CH3:17])[CH3:16])[CH:12]=[C:11]([NH:18][C:19]([C:21]2[NH:22][C:23]3[C:28]([CH:29]=2)=[CH:27][C:26]([NH:30][C:31](=[O:35])[CH2:32][CH2:33][NH2:34])=[CH:25][CH:24]=3)=[O:20])[CH:10]=1)=[O:8])(=[NH:3])[NH2:2].Cl.[N:37]1([C:42](N)=[NH:43])C=CC=N1. No catalyst specified. The product is [C:1]([CH2:4][CH2:5][NH:6][C:7]([C:9]1[N:13]([CH2:14][CH:15]([CH3:17])[CH3:16])[CH:12]=[C:11]([NH:18][C:19]([C:21]2[NH:22][C:23]3[C:28]([CH:29]=2)=[CH:27][C:26]([NH:30][C:31](=[O:35])[CH2:32][CH2:33][NH:34][C:42]([NH2:43])=[NH:37])=[CH:25][CH:24]=3)=[O:20])[CH:10]=1)=[O:8])(=[NH:2])[NH2:3]. The yield is 0.260. (10) The reactants are Br[C:2]1[C:3]([O:31][C:32]2[CH:37]=[CH:36][C:35]([C:38]#[N:39])=[C:34]([F:40])[CH:33]=2)=[CH:4][C:5]([F:30])=[C:6]([S:8]([N:11](CC2C=CC(OC)=CC=2OC)[C:12]2[CH:17]=[CH:16][C:15]([F:18])=[CH:14][N:13]=2)(=[O:10])=[O:9])[CH:7]=1.CCOC(C)=O. The catalyst is C1COCC1.CC(O)=O.O.[Zn]. The product is [C:38]([C:35]1[CH:36]=[CH:37][C:32]([O:31][C:3]2[CH:2]=[CH:7][C:6]([S:8]([NH:11][C:12]3[CH:17]=[CH:16][C:15]([F:18])=[CH:14][N:13]=3)(=[O:10])=[O:9])=[C:5]([F:30])[CH:4]=2)=[CH:33][C:34]=1[F:40])#[N:39]. The yield is 0.260.